This data is from TCR-epitope binding with 47,182 pairs between 192 epitopes and 23,139 TCRs. The task is: Binary Classification. Given a T-cell receptor sequence (or CDR3 region) and an epitope sequence, predict whether binding occurs between them. (1) The epitope is PKYVKQNTLKLAT. The TCR CDR3 sequence is CASIPSAGTSGKEVTDTQYF. Result: 1 (the TCR binds to the epitope). (2) The epitope is LLFNKVTLA. The TCR CDR3 sequence is CASSLAWGTGTDTQYF. Result: 0 (the TCR does not bind to the epitope). (3) The epitope is FSKQLQQSM. The TCR CDR3 sequence is CASSHVPGQGTNEKLFF. Result: 0 (the TCR does not bind to the epitope). (4) The epitope is RLRPGGKKR. The TCR CDR3 sequence is CATSEAGSSYEQYF. Result: 0 (the TCR does not bind to the epitope). (5) The epitope is TTLPVNVAF. The TCR CDR3 sequence is CASSATNGPGSTDTQYF. Result: 1 (the TCR binds to the epitope). (6) The epitope is ISDYDYYRY. The TCR CDR3 sequence is CASSIQGGREAFF. Result: 0 (the TCR does not bind to the epitope). (7) The epitope is AMFWSVPTV. The TCR CDR3 sequence is CASSVLAGGLDTQYF. Result: 1 (the TCR binds to the epitope).